Predict the reactants needed to synthesize the given product. From a dataset of Full USPTO retrosynthesis dataset with 1.9M reactions from patents (1976-2016). (1) The reactants are: C([O:3][C:4](=O)[CH:5]=[C:6]([C:13]1[CH:14]=[C:15]2[C:19](=[CH:20][CH:21]=1)[NH:18][N:17]=[CH:16]2)[C:7]1[CH:12]=[CH:11][CH:10]=[CH:9][CH:8]=1)C.C(OC(=O)C=C(C1C=CC=C2C=1C(C#N)=[CH:38][NH:39]2)C1C=CC=CC=1)C. Given the product [NH:18]1[C:19]2[C:15](=[CH:14][C:13]([C:6]([C:7]3[CH:12]=[CH:11][CH:10]=[CH:9][CH:8]=3)=[CH:5][C:4]([NH:39][CH3:38])=[O:3])=[CH:21][CH:20]=2)[CH:16]=[N:17]1, predict the reactants needed to synthesize it. (2) Given the product [C:1]([O:5][C:6](=[O:19])[NH:7][C@H:8]([C:12]1[CH:17]=[CH:16][CH:15]=[C:14]([F:18])[CH:13]=1)[CH2:9][CH2:10][N:39]1[CH2:40][CH2:41][CH:36]([N:22]([CH2:20][CH3:21])[C:23](=[O:35])[CH2:24][C:25]2[CH:30]=[CH:29][C:28]([S:31]([CH3:34])(=[O:32])=[O:33])=[CH:27][CH:26]=2)[CH2:37][CH2:38]1)([CH3:4])([CH3:3])[CH3:2], predict the reactants needed to synthesize it. The reactants are: [C:1]([O:5][C:6](=[O:19])[NH:7][C@H:8]([C:12]1[CH:17]=[CH:16][CH:15]=[C:14]([F:18])[CH:13]=1)[CH2:9][CH:10]=O)([CH3:4])([CH3:3])[CH3:2].[CH2:20]([N:22]([CH:36]1[CH2:41][CH2:40][NH:39][CH2:38][CH2:37]1)[C:23](=[O:35])[CH2:24][C:25]1[CH:30]=[CH:29][C:28]([S:31]([CH3:34])(=[O:33])=[O:32])=[CH:27][CH:26]=1)[CH3:21].C(O[BH-](OC(=O)C)OC(=O)C)(=O)C.[Na+]. (3) Given the product [CH3:13][N:11]1[CH:12]=[C:8]([C:7]2[C:2](=[O:14])[NH:3][CH:4]=[CH:5][N:6]=2)[CH:9]=[N:10]1, predict the reactants needed to synthesize it. The reactants are: Cl[C:2]1[C:7]([C:8]2[CH:9]=[N:10][N:11]([CH3:13])[CH:12]=2)=[N:6][CH:5]=[CH:4][N:3]=1.[OH2:14].[OH-].[K+]. (4) Given the product [NH2:1][C:2]1[C:7]([C:8]#[N:9])=[C:6]([NH:10][C@H:11]([C:13]2[N:18]=[C:17]3[CH:19]=[CH:20][N:21]([CH3:22])[C:16]3=[CH:15][C:14]=2[N:23]2[CH2:28][CH2:27][O:26][CH2:25][CH2:24]2)[CH3:12])[N:5]=[C:4]([S:33]([CH3:37])(=[O:35])=[O:32])[N:3]=1, predict the reactants needed to synthesize it. The reactants are: [NH2:1][C:2]1[C:7]([C:8]#[N:9])=[C:6]([NH:10][C@H:11]([C:13]2[N:18]=[C:17]3[CH:19]=[CH:20][N:21]([CH3:22])[C:16]3=[CH:15][C:14]=2[N:23]2[CH2:28][CH2:27][O:26][CH2:25][CH2:24]2)[CH3:12])[N:5]=[C:4](SC)[N:3]=1.O[O:32][S:33]([O-:35])=O.[K+].[C:37](#N)C.